This data is from Catalyst prediction with 721,799 reactions and 888 catalyst types from USPTO. The task is: Predict which catalyst facilitates the given reaction. (1) Reactant: C[O:2][C:3]([C:5]1[S:6][C:7]([C:39]2[CH:44]=[CH:43][CH:42]=[CH:41][CH:40]=2)=[CH:8][C:9]=1[N:10]([CH:23]([C:30]1[O:34][C:33]2[CH:35]=[CH:36][CH:37]=[CH:38][C:32]=2[CH:31]=1)[C:24]1[CH:29]=[CH:28][CH:27]=[CH:26][CH:25]=1)[S:11]([C:14]1[CH:19]=[C:18]([CH3:20])[C:17]([Cl:21])=[CH:16][C:15]=1[CH3:22])(=[O:13])=[O:12])=[O:4].[Li+].[OH-]. Product: [O:34]1[C:33]2[CH:35]=[CH:36][CH:37]=[CH:38][C:32]=2[CH:31]=[C:30]1[CH:23]([N:10]([S:11]([C:14]1[CH:19]=[C:18]([CH3:20])[C:17]([Cl:21])=[CH:16][C:15]=1[CH3:22])(=[O:12])=[O:13])[C:9]1[CH:8]=[C:7]([C:39]2[CH:40]=[CH:41][CH:42]=[CH:43][CH:44]=2)[S:6][C:5]=1[C:3]([OH:4])=[O:2])[C:24]1[CH:25]=[CH:26][CH:27]=[CH:28][CH:29]=1. The catalyst class is: 87. (2) Reactant: [CH2:1]([C:3]1[CH:4]=[CH:5][C:6]([O:17][CH:18]([CH2:22][CH2:23][OH:24])[CH2:19][CH2:20][CH3:21])=[C:7]([C:9]([C:11]2[CH:16]=[CH:15][CH:14]=[CH:13][CH:12]=2)=[O:10])[CH:8]=1)[CH3:2].[CH3:25][S:26](Cl)(=[O:28])=[O:27]. Product: [C:9]([C:7]1[CH:8]=[C:3]([CH2:1][CH3:2])[CH:4]=[CH:5][C:6]=1[O:17][CH:18]([CH2:19][CH2:20][CH3:21])[CH2:22][CH2:23][O:24][S:26]([CH3:25])(=[O:28])=[O:27])(=[O:10])[C:11]1[CH:12]=[CH:13][CH:14]=[CH:15][CH:16]=1. The catalyst class is: 2.